Predict the reaction yield, written as a fraction of the theoretical maximum amount of product (1.0 means a 100% yield; for example, 0.34 means a 34% yield). From a dataset of Reaction yield outcomes from USPTO patents with 853,638 reactions. (1) The reactants are [NH2:1][CH2:2][CH:3]=[C:4]1[C:12]2[C:7](=[CH:8][CH:9]=[C:10]([NH2:15])[C:11]=2[O:13][CH3:14])[CH2:6][CH2:5]1.C(N(CC)CC)C.[C:23](OC(=O)C)(=[O:25])[CH3:24].C(=O)([O-])O.[Na+]. The catalyst is O1CCCC1. The product is [NH2:15][C:10]1[C:11]([O:13][CH3:14])=[C:12]2[C:7]([CH2:6][CH2:5][C:4]2=[CH:3][CH2:2][NH:1][C:23](=[O:25])[CH3:24])=[CH:8][CH:9]=1. The yield is 0.870. (2) The reactants are [Cl:1][C:2]1[CH:3]=[C:4]([CH:7]=[C:8]([F:20])[C:9]=1[C:10]1[S:11][C:12]2[C:13](Cl)=[N:14][CH:15]=[CH:16][C:17]=2[N:18]=1)[C:5]#[N:6].C[Si]([Br:25])(C)C. The catalyst is C(#N)CC. The product is [Br:25][C:13]1[C:12]2[S:11][C:10]([C:9]3[C:8]([F:20])=[CH:7][C:4]([C:5]#[N:6])=[CH:3][C:2]=3[Cl:1])=[N:18][C:17]=2[CH:16]=[CH:15][N:14]=1. The yield is 1.00.